This data is from Full USPTO retrosynthesis dataset with 1.9M reactions from patents (1976-2016). The task is: Predict the reactants needed to synthesize the given product. (1) Given the product [CH2:1]([S:3][C:4]1[CH:9]=[CH:8][CH:7]=[CH:6][C:5]=1[C:10]1[N:11]([CH3:29])[C:12]2[CH:18]=[C:17]([C:19]([F:28])([C:20]([F:21])([F:22])[F:23])[C:24]([F:27])([F:25])[F:26])[CH:16]=[CH:15][C:13]=2[N:14]=1)[CH3:2].[CH2:1]([S:3][C:4]1[CH:9]=[CH:8][CH:7]=[CH:6][C:5]=1[C:10]1[N:14]([CH3:29])[C:13]2[CH:15]=[CH:16][C:17]([C:19]([F:28])([C:20]([F:21])([F:22])[F:23])[C:24]([F:27])([F:25])[F:26])=[CH:18][C:12]=2[N:11]=1)[CH3:2], predict the reactants needed to synthesize it. The reactants are: [CH2:1]([S:3][C:4]1[CH:9]=[CH:8][CH:7]=[CH:6][C:5]=1[C:10]1[NH:14][C:13]2[CH:15]=[CH:16][C:17]([C:19]([F:28])([C:24]([F:27])([F:26])[F:25])[C:20]([F:23])([F:22])[F:21])=[CH:18][C:12]=2[N:11]=1)[CH3:2].[CH3:29]N(C=O)C.[H-].[Na+].IC. (2) Given the product [Cl:1][C:2]1[CH:7]=[CH:6][C:5]([C:8]2[CH:9]=[C:10]([C:11]([F:14])([F:13])[F:12])[N:20]3[N:21]=[C:22]([CH2:26][C:27]#[N:28])[C:23]([C:24]#[N:25])=[C:19]3[N:18]=2)=[CH:4][C:3]=1[CH3:17], predict the reactants needed to synthesize it. The reactants are: [Cl:1][C:2]1[CH:7]=[CH:6][C:5]([C:8](=O)[CH2:9][C:10](=O)[C:11]([F:14])([F:13])[F:12])=[CH:4][C:3]=1[CH3:17].[NH2:18][C:19]1[C:23]([C:24]#[N:25])=[C:22]([CH2:26][C:27]#[N:28])[NH:21][N:20]=1.